This data is from Reaction yield outcomes from USPTO patents with 853,638 reactions. The task is: Predict the reaction yield, written as a fraction of the theoretical maximum amount of product (1.0 means a 100% yield; for example, 0.34 means a 34% yield). (1) The reactants are O1CCCCC1[O:7][CH2:8][CH2:9][CH2:10][CH2:11][CH2:12][CH2:13][CH2:14][CH2:15][CH2:16][CH2:17][CH2:18]Br.O1CCCCC1[O:26][C:27]1[CH:32]=[CH:31][C:30]([Mg]Br)=[CH:29][CH:28]=1.O1CCCCC1OC1C=CC(Br)=CC=1.[Mg]. The catalyst is O1CCCC1.Cl[Cu].C(OCC)C. The product is [OH:7][CH2:8][CH2:9][CH2:10][CH2:11][CH2:12][CH2:13][CH2:14][CH2:15][CH2:16][CH2:17][CH2:18][C:30]1[CH:29]=[CH:28][C:27]([OH:26])=[CH:32][CH:31]=1. The yield is 0.360. (2) The reactants are [O:1]1[C:10]2[C:5](=[CH:6][CH:7]=[CH:8][CH:9]=2)/[C:4](=[N:11]/O)/[CH2:3][CH2:2]1.[H-].[Al+3].[Li+].[H-].[H-].[H-]. The catalyst is O1CCCC1. The product is [O:1]1[C:10]2[C:5](=[CH:6][CH:7]=[CH:8][CH:9]=2)[CH:4]([NH2:11])[CH2:3][CH2:2]1. The yield is 0.250. (3) The reactants are [CH:1]12[CH2:10][CH:5]3[CH2:6][CH:7]([CH2:9][CH:3]([CH2:4]3)[CH:2]1[NH2:11])[CH2:8]2.[CH:12](=O)[C:13]1[CH:18]=[CH:17][CH:16]=[CH:15][CH:14]=1.Br[C:21]([CH3:28])([CH3:27])[C:22](OCC)=[O:23].Cl. The catalyst is C(O)C.[Zn]. The product is [CH:1]12[CH2:10][CH:5]3[CH2:6][CH:7]([CH2:9][CH:3]([CH2:4]3)[CH:2]1[N:11]1[CH:12]([C:13]3[CH:18]=[CH:17][CH:16]=[CH:15][CH:14]=3)[C:21]([CH3:28])([CH3:27])[C:22]1=[O:23])[CH2:8]2. The yield is 0.640. (4) The reactants are [CH:1]12[O:9][CH:5]([CH2:6][NH:7][CH2:8]1)[CH2:4][N:3]([C:10]([O:12][C:13]([CH3:16])([CH3:15])[CH3:14])=[O:11])[CH2:2]2.[O:17]1[CH2:19][C@H:18]1[CH2:20][O:21][C:22]1[CH:29]=[CH:28][C:25]([C:26]#[N:27])=[CH:24][CH:23]=1. The catalyst is CC(O)C.O. The product is [C:26]([C:25]1[CH:28]=[CH:29][C:22]([O:21][CH2:20][C@@H:18]([OH:17])[CH2:19][N:7]2[CH2:6][CH:5]3[O:9][CH:1]([CH2:2][N:3]([C:10]([O:12][C:13]([CH3:16])([CH3:15])[CH3:14])=[O:11])[CH2:4]3)[CH2:8]2)=[CH:23][CH:24]=1)#[N:27]. The yield is 1.00.